This data is from Catalyst prediction with 721,799 reactions and 888 catalyst types from USPTO. The task is: Predict which catalyst facilitates the given reaction. (1) Reactant: [CH:1]1([C:4]2[CH2:8][C:7](=[O:9])[N:6]([CH3:10])[N:5]=2)[CH2:3][CH2:2]1.C[O:12][C:13](OC)(OC)[CH3:14]. Product: [CH:1]1([C:4]2[C:8]([C:13](=[O:12])[CH3:14])=[C:7]([OH:9])[N:6]([CH3:10])[N:5]=2)[CH2:3][CH2:2]1. The catalyst class is: 5. (2) Reactant: [Si:1]([O:18][C:19]1[CH:26]=[CH:25][C:22]([CH:23]=O)=[CH:21][CH:20]=1)([C:14]([CH3:17])([CH3:16])[CH3:15])([C:8]1[CH:13]=[CH:12][CH:11]=[CH:10][CH:9]=1)[C:2]1[CH:7]=[CH:6][CH:5]=[CH:4][CH:3]=1.[CH2:27]([SH:31])[CH2:28][CH2:29][SH:30].C(=O)(O)[O-].[Na+]. Product: [C:14]([Si:1]([O:18][C:19]1[CH:26]=[CH:25][C:22]([CH:23]2[S:31][CH2:27][CH2:28][CH2:29][S:30]2)=[CH:21][CH:20]=1)([C:8]1[CH:13]=[CH:12][CH:11]=[CH:10][CH:9]=1)[C:2]1[CH:3]=[CH:4][CH:5]=[CH:6][CH:7]=1)([CH3:17])([CH3:15])[CH3:16]. The catalyst class is: 4. (3) Reactant: [NH:1]1[CH2:6][CH2:5][CH:4]([C:7]2[CH:15]=[CH:14][C:10]([C:11]([OH:13])=[O:12])=[CH:9][CH:8]=2)[CH2:3][CH2:2]1.C=O.[BH3-][C:19]#N.[Na+].Cl. Product: [CH3:19][N:1]1[CH2:6][CH2:5][CH:4]([C:7]2[CH:15]=[CH:14][C:10]([C:11]([OH:13])=[O:12])=[CH:9][CH:8]=2)[CH2:3][CH2:2]1. The catalyst class is: 5. (4) Reactant: [F:1][C:2]([F:16])([F:15])[C:3]1[CH:4]=[C:5]([CH:8]=[C:9]([C:11]([F:14])([F:13])[F:12])[CH:10]=1)[CH:6]=O.[C:17]([O:21][C:22]([N:24]1[CH2:30][CH2:29][CH2:28][C@H:27]([NH2:31])[C:26]2[CH:32]=[C:33]([CH2:40][CH3:41])[C:34]([C:36]([F:39])([F:38])[F:37])=[CH:35][C:25]1=2)=[O:23])([CH3:20])([CH3:19])[CH3:18].C(O[BH-](OC(=O)C)OC(=O)C)(=O)C.[Na+]. Product: [C:17]([O:21][C:22]([N:24]1[CH2:30][CH2:29][CH2:28][C@H:27]([NH:31][CH2:6][C:5]2[CH:4]=[C:3]([C:2]([F:16])([F:15])[F:1])[CH:10]=[C:9]([C:11]([F:14])([F:13])[F:12])[CH:8]=2)[C:26]2[CH:32]=[C:33]([CH2:40][CH3:41])[C:34]([C:36]([F:39])([F:37])[F:38])=[CH:35][C:25]1=2)=[O:23])([CH3:20])([CH3:19])[CH3:18]. The catalyst class is: 411. (5) Reactant: [Br:1][C:2]1[CH:3]=[CH:4][C:5]([O:9][CH2:10][CH2:11][N:12]([CH3:14])[CH3:13])=[C:6]([CH:8]=1)[NH2:7].C(N(C(C)C)CC)(C)C.[C:24](Cl)(=[O:27])[CH:25]=[CH2:26]. Product: [Br:1][C:2]1[CH:3]=[CH:4][C:5]([O:9][CH2:10][CH2:11][N:12]([CH3:14])[CH3:13])=[C:6]([NH:7][C:24](=[O:27])[CH:25]=[CH2:26])[CH:8]=1. The catalyst class is: 4.